From a dataset of Peptide-MHC class II binding affinity with 134,281 pairs from IEDB. Regression. Given a peptide amino acid sequence and an MHC pseudo amino acid sequence, predict their binding affinity value. This is MHC class II binding data. (1) The peptide sequence is LDMIITAVNSLISDN. The MHC is DRB1_1101 with pseudo-sequence DRB1_1101. The binding affinity (normalized) is 0.361. (2) The peptide sequence is EEDIKIIPIQEEEY. The MHC is HLA-DQA10501-DQB10301 with pseudo-sequence HLA-DQA10501-DQB10301. The binding affinity (normalized) is 0.200. (3) The peptide sequence is GELQIVDKIDAAKKI. The MHC is DRB1_0802 with pseudo-sequence DRB1_0802. The binding affinity (normalized) is 0.542.